From a dataset of Catalyst prediction with 721,799 reactions and 888 catalyst types from USPTO. Predict which catalyst facilitates the given reaction. (1) The catalyst class is: 2. Product: [Br:18][C:12]1[C:13]2[CH:14]=[CH:15][S:16][C:17]=2[C:9]([C:6]2[CH:7]=[CH:8][C:3]([O:2][CH3:1])=[CH:4][CH:5]=2)=[CH:10][CH:11]=1. Reactant: [CH3:1][O:2][C:3]1[CH:8]=[CH:7][C:6]([C:9]2[C:17]3[S:16][CH:15]=[CH:14][C:13]=3[CH:12]=[CH:11][CH:10]=2)=[CH:5][CH:4]=1.[Br:18]Br. (2) Reactant: [C-:1]#[N:2].[K+].[Br:4][C:5]1[CH:12]=[CH:11][C:8]([CH2:9]Br)=[C:7]([F:13])[CH:6]=1.O. Product: [Br:4][C:5]1[CH:12]=[CH:11][C:8]([CH2:9][C:1]#[N:2])=[C:7]([F:13])[CH:6]=1. The catalyst class is: 40. (3) Reactant: [CH3:1][N:2]([CH2:14][C:15]1[CH:20]=[CH:19][CH:18]=[C:17]([C:21]2[CH:22]=[N:23][C:24]([N:27]3[CH2:32][CH2:31][NH:30][CH2:29][CH2:28]3)=[N:25][CH:26]=2)[CH:16]=1)[C:3](=[O:13])[CH2:4][NH:5][C:6](=[O:12])[O:7][C:8]([CH3:11])([CH3:10])[CH3:9].[C:33](Cl)(=[O:38])[O:34][CH:35]([CH3:37])[CH3:36].O. Product: [C:8]([O:7][C:6]([NH:5][CH2:4][C:3]([N:2]([CH2:14][C:15]1[CH:16]=[C:17]([C:21]2[CH:22]=[N:23][C:24]([N:27]3[CH2:32][CH2:31][N:30]([C:33]([O:34][CH:35]([CH3:37])[CH3:36])=[O:38])[CH2:29][CH2:28]3)=[N:25][CH:26]=2)[CH:18]=[CH:19][CH:20]=1)[CH3:1])=[O:13])=[O:12])([CH3:11])([CH3:9])[CH3:10]. The catalyst class is: 4. (4) Reactant: C([O:3][C:4](=[O:24])[C:5]([O:15][C:16]1[CH:21]=[CH:20][C:19]([CH3:22])=[C:18]([CH3:23])[CH:17]=1)([CH3:14])[CH2:6][C:7]1[CH:12]=[CH:11][C:10](O)=[CH:9][CH:8]=1)C.[C:25]1(C2C=CC=CC=2)[CH:30]=[CH:29][CH:28]=[C:27]([C:31]2[O:32][C:33]([CH3:49])=[C:34]([CH2:36][CH2:37][O:38]S(C3C=CC(C)=CC=3)(=O)=O)[N:35]=2)[CH:26]=1.C([O-])([O-])=O.[K+].[K+].[OH-].[Na+]. Product: [C:30]1([C:7]2[CH:12]=[CH:11][CH:10]=[CH:9][CH:8]=2)[CH:25]=[CH:26][C:27]([C:31]2[O:32][C:33]([CH3:49])=[C:34]([CH2:36][CH2:37][O:38][C:10]3[CH:11]=[CH:12][C:7]([CH2:6][C:5]([O:15][C:16]4[CH:21]=[CH:20][C:19]([CH3:22])=[C:18]([CH3:23])[CH:17]=4)([CH3:14])[C:4]([OH:3])=[O:24])=[CH:8][CH:9]=3)[N:35]=2)=[CH:28][CH:29]=1. The catalyst class is: 8. (5) Reactant: CCN=C=NCCCN(C)C.Cl.[OH:13][CH2:14][CH2:15][N:16]1[CH2:21][CH2:20][NH:19][CH2:18][CH2:17]1.[C:22]1([CH:28]([C:52]2[CH:57]=[CH:56][CH:55]=[CH:54][CH:53]=2)[CH2:29][CH2:30][O:31][C:32]([C:34]2[CH:39]([C:40]3[CH:45]=[CH:44][CH:43]=[C:42]([Cl:46])[CH:41]=3)[C:38]([C:47](O)=[O:48])=[C:37]([CH3:50])[NH:36][C:35]=2[CH3:51])=[O:33])[CH:27]=[CH:26][CH:25]=[CH:24][CH:23]=1.C(=O)([O-])O.[Na+]. Product: [C:22]1([CH:28]([C:52]2[CH:53]=[CH:54][CH:55]=[CH:56][CH:57]=2)[CH2:29][CH2:30][O:31][C:32](=[O:33])[C:34]2[C:39]([C:40]3[CH:45]=[CH:44][CH:43]=[C:42]([Cl:46])[CH:41]=3)=[C:38]([C:47]([N:19]3[CH2:20][CH2:21][N:16]([CH2:15][CH2:14][OH:13])[CH2:17][CH2:18]3)=[O:48])[C:37]([CH3:50])=[N:36][C:35]=2[CH3:51])[CH:23]=[CH:24][CH:25]=[CH:26][CH:27]=1. The catalyst class is: 4.